Dataset: Full USPTO retrosynthesis dataset with 1.9M reactions from patents (1976-2016). Task: Predict the reactants needed to synthesize the given product. Given the product [CH3:9][O:10][C:11]1[CH:19]=[C:18]2[C:14]([CH2:15][CH:16]([C:5]([O:6][CH3:7])=[O:8])[C:17]2=[O:20])=[CH:13][CH:12]=1, predict the reactants needed to synthesize it. The reactants are: [H-].[Na+].CO[C:5](=[O:8])[O:6][CH3:7].[CH3:9][O:10][C:11]1[CH:19]=[C:18]2[C:14]([CH2:15][CH2:16][C:17]2=[O:20])=[CH:13][CH:12]=1.